This data is from Full USPTO retrosynthesis dataset with 1.9M reactions from patents (1976-2016). The task is: Predict the reactants needed to synthesize the given product. (1) Given the product [Cl:1][C:2]1[N:7]=[C:6]([NH:8][CH3:9])[C:5]([NH2:10])=[CH:4][N:3]=1, predict the reactants needed to synthesize it. The reactants are: [Cl:1][C:2]1[N:7]=[C:6]([NH:8][CH3:9])[C:5]([N+:10]([O-])=O)=[CH:4][N:3]=1. (2) Given the product [N:30]([CH2:12][CH:13]1[CH2:17][C:16]2[CH:18]=[CH:19][C:20]([F:29])=[C:21]([C:22]3[CH:27]=[CH:26][CH:25]=[CH:24][C:23]=3[CH3:28])[C:15]=2[O:14]1)=[N+:31]=[N-:32], predict the reactants needed to synthesize it. The reactants are: CC1C=CC(S(O[CH2:12][CH:13]2[CH2:17][C:16]3[CH:18]=[CH:19][C:20]([F:29])=[C:21]([C:22]4[CH:27]=[CH:26][CH:25]=[CH:24][C:23]=4[CH3:28])[C:15]=3[O:14]2)(=O)=O)=CC=1.[N-:30]=[N+:31]=[N-:32].[Na+].N(CC1CC2C=C(Cl)C=C(C3C=CSC=3)C=2O1)=[N+]=[N-]. (3) Given the product [F:23][C:22]([F:21])([F:24])[S:25]([C:28]1[CH:29]=[C:30]([NH:34][C:14]([CH2:13][C:8]2[CH:9]=[CH:10][CH:11]=[CH:12][C:7]=2[CH2:17][C:18]([OH:20])=[O:19])=[O:16])[CH:31]=[CH:32][CH:33]=1)(=[O:26])=[O:27], predict the reactants needed to synthesize it. The reactants are: C(Cl)(=O)C(Cl)=O.[C:7]1([CH2:17][C:18]([OH:20])=[O:19])[CH:12]=[CH:11][CH:10]=[CH:9][C:8]=1[CH2:13][C:14]([OH:16])=O.[F:21][C:22]([S:25]([C:28]1[CH:33]=[CH:32][CH:31]=[C:30]([NH2:34])[CH:29]=1)(=[O:27])=[O:26])([F:24])[F:23]. (4) Given the product [CH3:1][C:2]1[N:7]=[C:6]([N:8]([C:9]2[CH:14]=[CH:13][CH:12]=[C:11]([CH3:15])[N:10]=2)[C:17]2[CH:22]=[CH:21][CH:20]=[CH:19][N:18]=2)[CH:5]=[CH:4][CH:3]=1, predict the reactants needed to synthesize it. The reactants are: [CH3:1][C:2]1[N:7]=[C:6]([NH:8][C:9]2[CH:14]=[CH:13][CH:12]=[C:11]([CH3:15])[N:10]=2)[CH:5]=[CH:4][CH:3]=1.Br[C:17]1[CH:22]=[CH:21][CH:20]=[CH:19][N:18]=1.C(=O)([O-])[O-].[Na+].[Na+].[Br-].[K+].